Dataset: Catalyst prediction with 721,799 reactions and 888 catalyst types from USPTO. Task: Predict which catalyst facilitates the given reaction. Reactant: [NH2:1][C:2]1[N:3]([C:10]2[C:15]([CH3:16])=[CH:14][C:13]([CH3:17])=[CH:12][C:11]=2[CH3:18])[C:4]([CH3:9])=[CH:5][C:6]=1[C:7]#[N:8].[C:19](OC(=O)C)(=[O:21])[CH3:20]. Product: [C:7]([C:6]1[CH:5]=[C:4]([CH3:9])[N:3]([C:10]2[C:15]([CH3:16])=[CH:14][C:13]([CH3:17])=[CH:12][C:11]=2[CH3:18])[C:2]=1[NH:1][C:19](=[O:21])[CH3:20])#[N:8]. The catalyst class is: 15.